The task is: Regression/Classification. Given a drug SMILES string, predict its toxicity properties. Task type varies by dataset: regression for continuous values (e.g., LD50, hERG inhibition percentage) or binary classification for toxic/non-toxic outcomes (e.g., AMES mutagenicity, cardiotoxicity, hepatotoxicity). Dataset: ames.. This data is from Ames mutagenicity test results for genotoxicity prediction. (1) The result is 0 (non-mutagenic). The drug is Nc1ccccc1C(=O)OC/C=C/c1ccccc1. (2) The drug is CC(=O)Oc1ccc2c(c1)C1(C)OOC1(C)O2. The result is 1 (mutagenic). (3) The drug is O=c1c(Cl)c(Cl)cnn1S(=O)(=O)c1ccccc1. The result is 0 (non-mutagenic). (4) The compound is CC(=O)C(C)O. The result is 0 (non-mutagenic). (5) The compound is OOC1CCCc2ccccc21. The result is 1 (mutagenic).